From a dataset of Full USPTO retrosynthesis dataset with 1.9M reactions from patents (1976-2016). Predict the reactants needed to synthesize the given product. The reactants are: [CH2:1]([O:8][C:9]1[CH:14]=[C:13]([O:15][CH2:16][C:17]2[CH:22]=[CH:21][CH:20]=[CH:19][CH:18]=2)[CH:12]=[C:11]([O:23][C:24]2[CH:29]=[CH:28][C:27]([N+:30]([O-:32])=[O:31])=[CH:26][CH:25]=2)[C:10]=1[C:33](=O)[CH2:34][C:35](=O)[C:36]([O:38][CH2:39][CH3:40])=[O:37])[C:2]1[CH:7]=[CH:6][CH:5]=[CH:4][CH:3]=1.O.[NH2:44][NH2:45]. Given the product [CH2:1]([O:8][C:9]1[CH:14]=[C:13]([O:15][CH2:16][C:17]2[CH:18]=[CH:19][CH:20]=[CH:21][CH:22]=2)[CH:12]=[C:11]([O:23][C:24]2[CH:25]=[CH:26][C:27]([N+:30]([O-:32])=[O:31])=[CH:28][CH:29]=2)[C:10]=1[C:33]1[CH:34]=[C:35]([C:36]([O:38][CH2:39][CH3:40])=[O:37])[NH:45][N:44]=1)[C:2]1[CH:7]=[CH:6][CH:5]=[CH:4][CH:3]=1, predict the reactants needed to synthesize it.